From a dataset of Reaction yield outcomes from USPTO patents with 853,638 reactions. Predict the reaction yield, written as a fraction of the theoretical maximum amount of product (1.0 means a 100% yield; for example, 0.34 means a 34% yield). (1) The reactants are [O:1]([C:8]1[CH:13]=[CH:12][C:11]([CH2:14][C:15]([OH:17])=O)=[CH:10][CH:9]=1)[C:2]1[CH:7]=[CH:6][CH:5]=[CH:4][CH:3]=1.[CH2:18](Cl)CCl.C1C=CC2N(O)N=NC=2C=1.CCN(CC)CC.[NH2:39][C:40]1[CH:41]=[C:42]2[C:46](=[CH:47][CH:48]=1)[NH:45][NH:44][C:43]2([N:56]([CH3:61])[S:57]([CH3:60])(=[O:59])=[O:58])[C:49]([O:51][C:52]([CH3:55])([CH3:54])[CH3:53])=[O:50]. The catalyst is CN(C=O)C.C(OCC)(=O)C. The product is [CH3:61][N:56]([S:57]([CH3:60])(=[O:58])=[O:59])[C:43]1([C:49]([O:51][C:52]([CH3:53])([CH3:54])[CH3:55])=[O:50])[C:42]2[C:46](=[CH:47][CH:48]=[C:40]([NH:39][C:15](=[O:17])[CH2:14][C:11]3[CH:10]=[CH:9][C:8]([O:1][CH2:2][C:7]4[CH:6]=[CH:5][CH:4]=[CH:3][CH:18]=4)=[CH:13][CH:12]=3)[CH:41]=2)[NH:45][NH:44]1. The yield is 0.410. (2) The reactants are [CH3:1][O:2][C:3]1(OC)[CH2:7][C:6](=[O:8])[NH:5][C:4]1=[O:9].CC1C=CC(S(O)(=O)=O)=CC=1.O. The catalyst is C1(C)C=CC=CC=1. The product is [CH3:1][O:2][C:3]1[C:4](=[O:9])[NH:5][C:6](=[O:8])[CH:7]=1. The yield is 0.700. (3) The reactants are [CH:1]1([CH2:4][CH2:5][NH:6][C:7]([C:9]2[N:10]=[N:11][C:12]([N:15]3[CH2:20][CH2:19][CH:18]([C:21](=[O:29])[C:22]4[CH:27]=[CH:26][C:25]([F:28])=[CH:24][CH:23]=4)[CH2:17][CH2:16]3)=[CH:13][CH:14]=2)=[O:8])[CH2:3][CH2:2]1.[H-].[Na+].[CH3:32]I. The catalyst is C1COCC1. The product is [CH:1]1([CH2:4][CH2:5][N:6]([CH3:32])[C:7]([C:9]2[N:10]=[N:11][C:12]([N:15]3[CH2:16][CH2:17][CH:18]([C:21](=[O:29])[C:22]4[CH:27]=[CH:26][C:25]([F:28])=[CH:24][CH:23]=4)[CH2:19][CH2:20]3)=[CH:13][CH:14]=2)=[O:8])[CH2:2][CH2:3]1. The yield is 0.520. (4) The reactants are Br[CH2:2][CH:3](OCC)OCC.Br.C(=O)(O)[O-].[Na+].[Br:16][C:17]1[C:18]([NH2:25])=[N:19][C:20]([CH3:24])=[C:21]([Br:23])[N:22]=1. No catalyst specified. The product is [Br:23][C:21]1[N:22]=[C:17]([Br:16])[C:18]2[N:19]([CH:2]=[CH:3][N:25]=2)[C:20]=1[CH3:24]. The yield is 0.600. (5) The reactants are [CH3:1][O:2][C:3]([C:5]1[CH:14]=[C:13]([CH2:15][CH2:16][CH2:17][NH:18]C(OC(C)(C)C)=O)[C:12]2[C:7](=[C:8]([O:26][CH2:27][C:28]3[CH:33]=[CH:32][CH:31]=[CH:30][CH:29]=3)[CH:9]=[CH:10][CH:11]=2)[N:6]=1)=[O:4].FC(F)(F)C(O)=O. The catalyst is ClCCl. The product is [CH3:1][O:2][C:3]([C:5]1[CH:14]=[C:13]([CH2:15][CH2:16][CH2:17][NH2:18])[C:12]2[C:7](=[C:8]([O:26][CH2:27][C:28]3[CH:33]=[CH:32][CH:31]=[CH:30][CH:29]=3)[CH:9]=[CH:10][CH:11]=2)[N:6]=1)=[O:4]. The yield is 0.930. (6) The reactants are [F:1][C:2]1[CH:3]=[C:4]([CH:36]=[C:37]([F:39])[CH:38]=1)[CH2:5][NH:6][C:7]1[CH:12]=[C:11]([C:13]2[C:21]3[C:16](=[N:17][CH:18]=[CH:19][CH:20]=3)[N:15](S(C3C=CC(C)=CC=3)(=O)=O)[CH:14]=2)[N:10]=[CH:9][C:8]=1[CH2:32][C:33]([NH2:35])=[O:34].Cl. The catalyst is CO.[OH-].[Na+].O. The product is [F:39][C:37]1[CH:36]=[C:4]([CH:3]=[C:2]([F:1])[CH:38]=1)[CH2:5][NH:6][C:7]1[CH:12]=[C:11]([C:13]2[C:21]3[C:16](=[N:17][CH:18]=[CH:19][CH:20]=3)[NH:15][CH:14]=2)[N:10]=[CH:9][C:8]=1[CH2:32][C:33]([NH2:35])=[O:34]. The yield is 0.410. (7) The reactants are [O:1]1[C:5]2[CH:6]=[CH:7][C:8]([C:10]3([C:13]([OH:15])=O)[CH2:12][CH2:11]3)=[CH:9][C:4]=2[O:3][CH2:2]1.S(Cl)(Cl)=O.CN(C)C=O.[N:25]1[CH:30]=[CH:29][CH:28]=[CH:27][C:26]=1[NH2:31]. The catalyst is N1C=CC=CC=1. The product is [O:1]1[C:5]2[CH:6]=[CH:7][C:8]([C:10]3([C:13]([NH:31][C:26]4[CH:27]=[CH:28][CH:29]=[CH:30][N:25]=4)=[O:15])[CH2:11][CH2:12]3)=[CH:9][C:4]=2[O:3][CH2:2]1. The yield is 0.100. (8) The reactants are [Cl:1][C:2]1[N:7]=[C:6]([C:8]([O:10][CH3:11])=[O:9])[C:5]([O:12][CH3:13])=[CH:4][CH:3]=1.FC(F)(F)C(OC(=O)C(F)(F)F)=O.S(=O)(O)[O-].[Na+].C(Cl)[Cl:33]. No catalyst specified. The product is [Cl:33][C:4]1[CH:3]=[C:2]([Cl:1])[N:7]=[C:6]([C:8]([O:10][CH3:11])=[O:9])[C:5]=1[O:12][CH3:13]. The yield is 0.230. (9) The reactants are [CH3:1][O:2][C:3]1[C:12]2[N:11]=[CH:10]O[C:8](=[O:13])[C:7]=2[CH:6]=[CH:5][CH:4]=1.[NH2:14][C:15]1[CH:16]=[C:17]([NH:22][C:23](=[O:29])[O:24][C:25]([CH3:28])([CH3:27])[CH3:26])[CH:18]=[CH:19][C:20]=1[CH3:21]. The catalyst is C1(C)C=CC=CC=1. The product is [CH3:1][O:2][C:3]1[CH:4]=[CH:5][CH:6]=[C:7]2[C:12]=1[N:11]=[CH:10][N:14]([C:15]1[CH:16]=[C:17]([NH:22][C:23](=[O:29])[O:24][C:25]([CH3:27])([CH3:26])[CH3:28])[CH:18]=[CH:19][C:20]=1[CH3:21])[C:8]2=[O:13]. The yield is 0.210.